This data is from Catalyst prediction with 721,799 reactions and 888 catalyst types from USPTO. The task is: Predict which catalyst facilitates the given reaction. Reactant: [CH:1]([C:3]1[CH:4]=[C:5]2[C:10](=[CH:11][CH:12]=1)[C:9]([C:13]([O:15][CH3:16])=[O:14])=[CH:8][CH:7]=[CH:6]2)=[O:2].[CH2:17]([Mg]Br)[CH2:18][CH2:19][CH2:20][CH3:21]. Product: [OH:2][CH:1]([C:3]1[CH:4]=[C:5]2[C:10](=[CH:11][CH:12]=1)[C:9]([C:13]([O:15][CH3:16])=[O:14])=[CH:8][CH:7]=[CH:6]2)[CH2:17][CH2:18][CH2:19][CH2:20][CH3:21]. The catalyst class is: 28.